Dataset: Catalyst prediction with 721,799 reactions and 888 catalyst types from USPTO. Task: Predict which catalyst facilitates the given reaction. (1) Reactant: [F:1][C:2]1[CH:7]=[CH:6][CH:5]=[C:4]([F:8])[C:3]=1[N:9]1[C:14]2[N:15]=[C:16](S(C)=O)[N:17]=[C:18]([C:19]3[CH:20]=[C:21]([CH:32]=[CH:33][C:34]=3[CH3:35])[C:22]([NH:24][C:25]3[CH:30]=[CH:29][C:28]([F:31])=[CH:27][CH:26]=3)=[O:23])[C:13]=2[CH:12]=[CH:11][C:10]1=[O:39].[CH3:40][N:41]([CH3:45])[CH2:42][CH2:43][NH2:44]. Product: [F:1][C:2]1[CH:7]=[CH:6][CH:5]=[C:4]([F:8])[C:3]=1[N:9]1[C:14]2[N:15]=[C:16]([NH:44][CH2:43][CH2:42][N:41]([CH3:45])[CH3:40])[N:17]=[C:18]([C:19]3[CH:20]=[C:21]([CH:32]=[CH:33][C:34]=3[CH3:35])[C:22]([NH:24][C:25]3[CH:30]=[CH:29][C:28]([F:31])=[CH:27][CH:26]=3)=[O:23])[C:13]=2[CH:12]=[CH:11][C:10]1=[O:39]. The catalyst class is: 2. (2) Reactant: Cl.[C:2]([C:4]1[CH:5]=[C:6]([C:15]2[CH:20]=[CH:19][N:18]=[C:17]([NH:21][C:22]3[CH:26]=[CH:25][N:24]([CH:27]4[CH2:32][CH2:31][N:30](C(OC(C)(C)C)=O)[CH2:29][CH2:28]4)[N:23]=3)[CH:16]=2)[CH:7]=[CH:8][C:9]=1[O:10][CH2:11][CH:12]1[CH2:14][CH2:13]1)#[N:3]. The catalyst class is: 12. Product: [CH:12]1([CH2:11][O:10][C:9]2[CH:8]=[CH:7][C:6]([C:15]3[CH:20]=[CH:19][N:18]=[C:17]([NH:21][C:22]4[CH:26]=[CH:25][N:24]([CH:27]5[CH2:28][CH2:29][NH:30][CH2:31][CH2:32]5)[N:23]=4)[CH:16]=3)=[CH:5][C:4]=2[C:2]#[N:3])[CH2:13][CH2:14]1. (3) Reactant: C(O[C:6](=[O:25])[NH:7][C@H:8]([CH:13]([C:15](=[O:24])[NH:16][CH2:17][C:18]1[CH:23]=[CH:22][CH:21]=[CH:20][CH:19]=1)[OH:14])[CH2:9][CH2:10][CH2:11][CH3:12])(C)(C)C.FC(F)(F)C(O)=O.C(N(CC)C(C)C)(C)C.[CH2:42]1[C:50]2[C:45](=[CH:46][CH:47]=[CH:48][CH:49]=2)[CH2:44][CH:43]1[C:51]([NH:53][C@@H:54]([CH3:72])[C:55]([NH:57][C@@H:58]([CH2:62][C:63]1[C:71]2[C:66](=[CH:67][CH:68]=[CH:69][CH:70]=2)[NH:65][CH:64]=1)C(O)=O)=[O:56])=[O:52].CN(C(ON1N=NC2C=CC=NC1=2)=[N+](C)C)C.F[P-](F)(F)(F)(F)F. Product: [CH2:17]([NH:16][C:15]([CH:13]([OH:14])[C@@H:8]([NH:7][C:6]([C@@H:58]([NH:57][C:55]([C@@H:54]([NH:53][C:51]([CH:43]1[CH2:42][C:50]2[C:45](=[CH:46][CH:47]=[CH:48][CH:49]=2)[CH2:44]1)=[O:52])[CH3:72])=[O:56])[CH2:62][C:63]1[C:71]2[C:66](=[CH:67][CH:68]=[CH:69][CH:70]=2)[NH:65][CH:64]=1)=[O:25])[CH2:9][CH2:10][CH2:11][CH3:12])=[O:24])[C:18]1[CH:19]=[CH:20][CH:21]=[CH:22][CH:23]=1. The catalyst class is: 139. (4) Reactant: [NH2:1][C:2]1[C:7]([C:8]2[S:17][C:11]3[C:12](=[O:16])[NH:13][CH2:14][CH2:15][C:10]=3[CH:9]=2)=[CH:6][CH:5]=[CH:4][N:3]=1.C1C(=O)N([Br:25])C(=O)C1. Product: [NH2:1][C:2]1[C:7]([C:8]2[S:17][C:11]3[C:12](=[O:16])[NH:13][CH2:14][CH2:15][C:10]=3[CH:9]=2)=[CH:6][C:5]([Br:25])=[CH:4][N:3]=1. The catalyst class is: 3. (5) The catalyst class is: 7. Product: [Cl:1][C:2]1[CH:3]=[CH:4][C:5]([C:8]2[N:9]([C:10]3[C:11]([F:19])=[CH:12][C:13]([O:17][CH3:18])=[CH:14][C:15]=3[F:16])[CH:31]=[N:30][C:29]=2[CH3:33])=[CH:6][N:7]=1. Reactant: [Cl:1][C:2]1[N:7]=[CH:6][C:5]([CH:8]=[N:9][C:10]2[C:15]([F:16])=[CH:14][C:13]([O:17][CH3:18])=[CH:12][C:11]=2[F:19])=[CH:4][CH:3]=1.C1(C)C=CC(S([CH2:29][N+:30]#[C-:31])(=O)=O)=CC=1.[CH3:33]C(C)([O-])C.[K+]. (6) Reactant: S(Cl)(Cl)=O.N1C=CC=CC=1.[Cl:11][C:12]1[CH:13]=[C:14]2[C:18](=[CH:19][CH:20]=1)[NH:17][C:16]([C:21]([OH:23])=O)=[CH:15]2.Cl.[Cl:25][C:26]1[CH:31]=[CH:30][CH:29]=[CH:28][C:27]=1[CH2:32][N:33]1[C:37]([C:38]2[C:43]([O:44][CH3:45])=[CH:42][C:41]([CH3:46])=[CH:40][C:39]=2[O:47][CH3:48])=[N:36][C:35]([NH2:49])=[N:34]1. Product: [Cl:25][C:26]1[CH:31]=[CH:30][CH:29]=[CH:28][C:27]=1[CH2:32][N:33]1[C:37]([C:38]2[C:39]([O:47][CH3:48])=[CH:40][C:41]([CH3:46])=[CH:42][C:43]=2[O:44][CH3:45])=[N:36][C:35]([NH:49][C:21]([C:16]2[NH:17][C:18]3[C:14]([CH:15]=2)=[CH:13][C:12]([Cl:11])=[CH:20][CH:19]=3)=[O:23])=[N:34]1. The catalyst class is: 2. (7) Reactant: [I:1][C:2]1[CH:11]=[CH:10][C:9]([I:12])=[CH:8][C:3]=1[O:4][CH2:5][C:6]#[N:7].C(O[CH:18]([N:22]([CH3:24])C)[N:19](C)C)(C)(C)C.Cl.NC1C=CC=CC=1.Cl.[NH2:34]C(N)=N.[O:38]([CH3:40])[Na].CO. Product: [I:1][C:2]1[CH:11]=[C:10]([O:38][CH3:40])[C:9]([I:12])=[CH:8][C:3]=1[O:4][C:5]1[C:18]([NH2:19])=[N:22][C:24]([NH2:34])=[N:7][CH:6]=1. The catalyst class is: 40. (8) The catalyst class is: 12. Product: [F:1][C:2]1[CH:7]=[C:6]([F:8])[C:5]([C:9]2[CH:10]=[N:11][C:12]([O:15][CH3:16])=[N:13][CH:14]=2)=[CH:4][C:3]=1[C@:17]1([CH3:29])[C:23]([F:25])([F:24])[C:22]([CH3:27])([CH3:26])[O:21][CH2:20][C:19](=[S:39])[NH:18]1. Reactant: [F:1][C:2]1[CH:7]=[C:6]([F:8])[C:5]([C:9]2[CH:10]=[N:11][C:12]([O:15][CH3:16])=[N:13][CH:14]=2)=[CH:4][C:3]=1[C@:17]1([CH3:29])[C:23]([F:25])([F:24])[C:22]([CH3:27])([CH3:26])[O:21][CH2:20][C:19](=O)[NH:18]1.COC1C=CC(P2(SP(C3C=CC(OC)=CC=3)(=S)S2)=[S:39])=CC=1. (9) Reactant: [NH2:1][CH2:2][C:3]1[CH:4]=[C:5]([CH:9]2[N:12]([C:13]3[CH:18]=[CH:17][C:16]([F:19])=[CH:15][CH:14]=3)[C:11](=[O:20])[CH:10]2[CH2:21][CH2:22][CH:23]([C:25]2[CH:30]=[CH:29][C:28]([F:31])=[CH:27][CH:26]=2)[OH:24])[CH:6]=[CH:7][CH:8]=1.[OH:32][CH:33]([CH:58]([OH:65])[CH:59]([OH:64])[CH:60]([OH:63])[CH2:61][OH:62])[C:34](=[O:57])[CH2:35][O:36][CH2:37][CH2:38][O:39][CH2:40][CH2:41][NH:42][C:43]([CH2:45][O:46][CH2:47][CH2:48][O:49][CH2:50][CH2:51][O:52][CH2:53][C:54](O)=[O:55])=[O:44].C(N=C=NC(C)C)(C)C.OC1C2N=NNC=2C=CC=1. Product: [F:19][C:16]1[CH:15]=[CH:14][C:13]([N:12]2[C:11](=[O:20])[CH:10]([CH2:21][CH2:22][CH:23]([C:25]3[CH:26]=[CH:27][C:28]([F:31])=[CH:29][CH:30]=3)[OH:24])[CH:9]2[C:5]2[CH:4]=[C:3]([CH:8]=[CH:7][CH:6]=2)[CH2:2][NH:1][C:54](=[O:55])[CH2:53][O:52][CH2:51][CH2:50][O:49][CH2:48][CH2:47][O:46][CH2:45][C:43](=[O:44])[NH:42][CH2:41][CH2:40][O:39][CH2:38][CH2:37][O:36][CH2:35][C:34](=[O:57])[CH:33]([OH:32])[CH:58]([OH:65])[CH:59]([OH:64])[CH:60]([OH:63])[CH2:61][OH:62])=[CH:18][CH:17]=1. The catalyst class is: 9.